This data is from Catalyst prediction with 721,799 reactions and 888 catalyst types from USPTO. The task is: Predict which catalyst facilitates the given reaction. Product: [CH2:30]([C:32]1[N:33]([C:17]2[N:16]=[C:15]3[C:20]([N:21]=[C:13]([CH:10]4[CH2:11][CH2:12][N:8]([C:6]([O:5][C:1]([CH3:4])([CH3:3])[CH3:2])=[O:7])[CH2:9]4)[N:14]3[CH3:29])=[C:19]([N:22]3[CH2:27][CH2:26][O:25][CH2:24][CH2:23]3)[N:18]=2)[C:34]2[CH:40]=[CH:39][CH:38]=[CH:37][C:35]=2[N:36]=1)[CH3:31]. Reactant: [C:1]([O:5][C:6]([N:8]1[CH2:12][CH2:11][CH:10]([C:13]2[N:14]([CH3:29])[C:15]3[C:20]([N:21]=2)=[C:19]([N:22]2[CH2:27][CH2:26][O:25][CH2:24][CH2:23]2)[N:18]=[C:17](Cl)[N:16]=3)[CH2:9]1)=[O:7])([CH3:4])([CH3:3])[CH3:2].[CH2:30]([C:32]1[NH:33][C:34]2[CH:40]=[CH:39][CH:38]=[CH:37][C:35]=2[N:36]=1)[CH3:31].CC(C1C=C(C(C)C)C(C2C=CC=CC=2P(C2CCCCC2)C2CCCCC2)=C(C(C)C)C=1)C.C([O-])([O-])=O.[Cs+].[Cs+]. The catalyst class is: 62.